This data is from Full USPTO retrosynthesis dataset with 1.9M reactions from patents (1976-2016). The task is: Predict the reactants needed to synthesize the given product. (1) Given the product [CH3:18][O:19][C:20]([C@H:22]1[N:27]2[C:28](=[O:35])[C@@H:29]([NH:34][S:1]([C:4]3[C:16]4[C:8](=[C:9]([N:10]([CH3:12])[CH3:11])[CH:13]=[CH:14][CH:15]=4)[CH:7]=[CH:6][CH:5]=3)(=[O:3])=[O:2])[CH2:30][CH2:31][C:32](=[O:33])[N:26]2[CH2:25][CH2:24][CH2:23]1)=[O:21], predict the reactants needed to synthesize it. The reactants are: [S:1](Cl)([C:4]1[C:16]2[CH:15]=[CH:14][CH:13]=[C:9]([N:10]([CH3:12])[CH3:11])[C:8]=2[CH:7]=[CH:6][CH:5]=1)(=[O:3])=[O:2].[CH3:18][O:19][C:20]([C@H:22]1[N:27]2[C:28](=[O:35])[C@@H:29]([NH2:34])[CH2:30][CH2:31][C:32](=[O:33])[N:26]2[CH2:25][CH2:24][CH2:23]1)=[O:21].CCN(C(C)C)C(C)C. (2) Given the product [OH:1][CH:2]1[CH2:6][CH2:5][CH:4]([C:7]2[N:12]=[C:11]3[CH2:13][CH2:14][CH2:15][C:10]3=[C:9]([NH:16][C:17]3[CH:18]=[CH:19][C:20]([CH2:23][C:24]([O:26][CH2:27][CH3:28])=[O:25])=[CH:21][CH:22]=3)[CH:8]=2)[CH2:3]1, predict the reactants needed to synthesize it. The reactants are: [OH:1][CH:2]1[CH2:6][CH2:5][C:4]([C:7]2[N:12]=[C:11]3[CH2:13][CH2:14][CH2:15][C:10]3=[C:9]([NH:16][C:17]3[CH:22]=[CH:21][C:20]([CH2:23][C:24]([O:26][CH2:27][CH3:28])=[O:25])=[CH:19][CH:18]=3)[CH:8]=2)=[CH:3]1.